This data is from Full USPTO retrosynthesis dataset with 1.9M reactions from patents (1976-2016). The task is: Predict the reactants needed to synthesize the given product. (1) Given the product [O:1]1[CH2:2][CH2:3][N:4]([C:7]2[CH:8]=[N:9][C:10]3[C:15]([CH:16]=2)=[CH:14][C:13]([S:17][C:18]2[N:22]4[CH:23]=[C:24](/[C:27](=[N:31]/[OH:32])/[CH3:28])[CH:25]=[CH:26][C:21]4=[N:20][N:19]=2)=[CH:12][CH:11]=3)[CH2:5][CH2:6]1, predict the reactants needed to synthesize it. The reactants are: [O:1]1[CH2:6][CH2:5][N:4]([C:7]2[CH:8]=[N:9][C:10]3[C:15]([CH:16]=2)=[CH:14][C:13]([S:17][C:18]2[N:22]4[CH:23]=[C:24]([C:27](=O)[CH3:28])[CH:25]=[CH:26][C:21]4=[N:20][N:19]=2)=[CH:12][CH:11]=3)[CH2:3][CH2:2]1.Cl.[NH2:31][OH:32].Cl. (2) The reactants are: [C:1]([O:9][CH2:10][CH3:11])(=[O:8])[CH2:2][C:3]([O:5][CH2:6][CH3:7])=[O:4].[Mg+2].[Cl-].[Cl-].[Cl:15][C:16]1[CH:17]=[C:18]([C:23]([CH3:28])([CH3:27])[C:24](O)=[O:25])[CH:19]=[CH:20][C:21]=1[F:22].S(Cl)(Cl)=O. Given the product [Cl:15][C:16]1[CH:17]=[C:18]([C:23]([CH3:28])([CH3:27])[C:24]([CH:2]([C:3]([O:5][CH2:6][CH3:7])=[O:4])[C:1]([O:9][CH2:10][CH3:11])=[O:8])=[O:25])[CH:19]=[CH:20][C:21]=1[F:22], predict the reactants needed to synthesize it.